Predict which catalyst facilitates the given reaction. From a dataset of Catalyst prediction with 721,799 reactions and 888 catalyst types from USPTO. (1) Reactant: B(F)(F)F.CCOCC.[CH2:10]([SH:14])[CH2:11][CH2:12][SH:13].[F:15][C:16]1[CH:17]=[C:18]([CH:21]=[C:22]([CH3:24])[CH:23]=1)[CH:19]=O.CCOC(C)=O.CCCCCC. Product: [F:15][C:16]1[CH:23]=[C:22]([CH:24]2[S:14][CH2:10][CH2:11][CH2:12][S:13]2)[CH:21]=[C:18]([CH3:19])[CH:17]=1. The catalyst class is: 2. (2) Reactant: C([O:8][C:9](=[O:40])[C:10]1[CH:39]=[CH:38][C:13]([C:14]([N:16]([C@@H:28]([C:35](=[O:37])[NH2:36])[C:29]2[CH:34]=[CH:33][CH:32]=[CH:31][CH:30]=2)[C@H:17]2[C:25]3[C:20](=[C:21]([F:27])[CH:22]=[C:23]([F:26])[CH:24]=3)[CH2:19][CH2:18]2)=[O:15])=[CH:12][CH:11]=1)C1C=CC=CC=1. Product: [C:35]([C@@H:28]([C:29]1[CH:30]=[CH:31][CH:32]=[CH:33][CH:34]=1)[N:16]([C@H:17]1[C:25]2[C:20](=[C:21]([F:27])[CH:22]=[C:23]([F:26])[CH:24]=2)[CH2:19][CH2:18]1)[C:14](=[O:15])[C:13]1[CH:38]=[CH:39][C:10]([C:9]([OH:40])=[O:8])=[CH:11][CH:12]=1)(=[O:37])[NH2:36]. The catalyst class is: 457. (3) Reactant: O[CH2:2][CH2:3][C:4]1[CH:9]=[CH:8][C:7]([CH2:10][CH2:11][C:12]2[N:13]=[C:14]([NH:17][C:18](=[O:20])[CH3:19])[S:15][CH:16]=2)=[CH:6][CH:5]=1.C(Br)(Br)(Br)[Br:22].C1(P(C2C=CC=CC=2)C2C=CC=CC=2)C=CC=CC=1. Product: [Br:22][CH2:2][CH2:3][C:4]1[CH:9]=[CH:8][C:7]([CH2:10][CH2:11][C:12]2[N:13]=[C:14]([NH:17][C:18](=[O:20])[CH3:19])[S:15][CH:16]=2)=[CH:6][CH:5]=1. The catalyst class is: 7.